Dataset: Catalyst prediction with 721,799 reactions and 888 catalyst types from USPTO. Task: Predict which catalyst facilitates the given reaction. (1) Reactant: [Cl:1][C:2]1[CH:9]=[C:8]([OH:10])[CH:7]=[CH:6][C:3]=1[CH:4]=[O:5].[CH3:11][N:12]([CH3:17])[C:13](=[O:16])[CH2:14]Cl.C(=O)([O-])[O-].[Cs+].[Cs+].[I-].[Na+].C(=O)([O-])[O-].[K+].[K+].[I-].[K+]. Product: [Cl:1][C:2]1[CH:9]=[C:8]([CH:7]=[CH:6][C:3]=1[CH:4]=[O:5])[O:10][CH2:14][C:13]([N:12]([CH3:17])[CH3:11])=[O:16]. The catalyst class is: 3. (2) Reactant: [F:1][C:2]1[CH:7]=[CH:6][C:5]([C:8]2[N:12]3[CH:13]=[CH:14][C:15]([CH:17]=O)=[N:16][C:11]3=[N:10][CH:9]=2)=[CH:4][C:3]=1[C:19]1[C:20]([C:25]#[N:26])=[CH:21][CH:22]=[CH:23][CH:24]=1.[NH2:27][OH:28]. Product: [F:1][C:2]1[CH:7]=[CH:6][C:5]([C:8]2[N:12]3[CH:13]=[CH:14][C:15]([CH:17]=[N:27][OH:28])=[N:16][C:11]3=[N:10][CH:9]=2)=[CH:4][C:3]=1[C:19]1[C:20]([C:25]#[N:26])=[CH:21][CH:22]=[CH:23][CH:24]=1. The catalyst class is: 24. (3) Product: [CH:39]1([CH2:42][O:43][C:44]2[CH:52]=[CH:51][C:47]3[O:48][CH2:49][O:50][C:46]=3[C:45]=2[C:53]2[C:54]3[NH:61][C:60]([CH3:62])=[C:59]([C:63]([NH:1][C@H:2]([CH2:32][C:33]4[CH:34]=[CH:35][CH:36]=[CH:37][CH:38]=4)[C:3]([N:5]4[CH2:6][CH2:7][CH:8]([N:11]5[N:20]=[C:19]([C:21]6[CH:26]=[CH:25][C:24]([O:27][CH3:28])=[C:23]([O:29][CH3:30])[CH:22]=6)[C@@H:18]6[C@@H:13]([CH2:14][CH2:15][CH2:16][CH2:17]6)[C:12]5=[O:31])[CH2:9][CH2:10]4)=[O:4])=[O:64])[C:55]=3[N:56]=[CH:57][N:58]=2)[CH2:40][CH2:41]1. Reactant: [NH2:1][C@H:2]([CH2:32][C:33]1[CH:38]=[CH:37][CH:36]=[CH:35][CH:34]=1)[C:3]([N:5]1[CH2:10][CH2:9][CH:8]([N:11]2[N:20]=[C:19]([C:21]3[CH:26]=[CH:25][C:24]([O:27][CH3:28])=[C:23]([O:29][CH3:30])[CH:22]=3)[C@@H:18]3[C@@H:13]([CH2:14][CH2:15][CH2:16][CH2:17]3)[C:12]2=[O:31])[CH2:7][CH2:6]1)=[O:4].[CH:39]1([CH2:42][O:43][C:44]2[CH:52]=[CH:51][C:47]3[O:48][CH2:49][O:50][C:46]=3[C:45]=2[C:53]2[C:54]3[NH:61][C:60]([CH3:62])=[C:59]([C:63](O)=[O:64])[C:55]=3[N:56]=[CH:57][N:58]=2)[CH2:41][CH2:40]1.CCOC(C(C#N)=NOC(N1CCOCC1)=[N+](C)C)=O.F[P-](F)(F)(F)(F)F.CCN(C(C)C)C(C)C. The catalyst class is: 2. (4) The catalyst class is: 8. Reactant: [CH3:1][C@H:2]1[N:8]2[C:9]3[CH:10]=[C:11]([C:16]([O-:18])=[O:17])[CH:12]=[CH:13][C:14]=3[CH:15]=[C:7]2[C:6](=[O:19])[NH:5][CH2:4][CH2:3]1.[OH-].[Na+].Cl. Product: [CH3:1][C@H:2]1[N:8]2[C:9]3[CH:10]=[C:11]([C:16]([OH:18])=[O:17])[CH:12]=[CH:13][C:14]=3[CH:15]=[C:7]2[C:6](=[O:19])[NH:5][CH2:4][CH2:3]1. (5) The catalyst class is: 132. Product: [Cl:8][C:6]1[N:5]=[CH:4][N:3]=[C:2]([NH:17][C:16]2[CH:18]=[CH:19][CH:20]=[CH:21][C:15]=2[S:12]([CH:10]([CH3:11])[CH3:9])(=[O:14])=[O:13])[N:7]=1. Reactant: Cl[C:2]1[N:7]=[C:6]([Cl:8])[N:5]=[CH:4][N:3]=1.[CH3:9][CH:10]([S:12]([C:15]1[CH:21]=[CH:20][CH:19]=[CH:18][C:16]=1[NH2:17])(=[O:14])=[O:13])[CH3:11].C(N(CC)C(C)C)(C)C.C(=O)([O-])O.[Na+].